Dataset: Catalyst prediction with 721,799 reactions and 888 catalyst types from USPTO. Task: Predict which catalyst facilitates the given reaction. (1) Reactant: [Cl:1][C:2]1[C:3]([CH2:16][C:17]([NH2:19])=[O:18])=[C:4]2[C:9](=[CH:10][CH:11]=1)[CH:8]=[N:7][C:6]([CH2:12][N:13]([CH3:15])[CH3:14])=[CH:5]2.C[O:21][C:22](=O)[C:23]([C:25]1[C:33]2[C:28](=[CH:29][CH:30]=[CH:31][CH:32]=2)[N:27]([CH3:34])[CH:26]=1)=O.[K].CC([O-])(C)C.[K+]. Product: [Cl:1][C:2]1[C:3]([C:16]2[C:17](=[O:18])[NH:19][C:22](=[O:21])[C:23]=2[C:25]2[C:33]3[C:28](=[CH:29][CH:30]=[CH:31][CH:32]=3)[N:27]([CH3:34])[CH:26]=2)=[C:4]2[C:9](=[CH:10][CH:11]=1)[CH:8]=[N:7][C:6]([CH2:12][N:13]([CH3:14])[CH3:15])=[CH:5]2. The catalyst class is: 1. (2) Reactant: O=[C:2]1[CH2:7][CH2:6][CH2:5][CH:4]([NH:8][C:9](=[O:15])[O:10][C:11]([CH3:14])([CH3:13])[CH3:12])[CH2:3]1.[CH2:16]([NH2:23])[C:17]1[CH:22]=[CH:21][CH:20]=[CH:19][CH:18]=1. Product: [CH2:16]([N:23]=[C:2]1[CH2:7][CH2:6][CH2:5][CH:4]([NH:8][C:9](=[O:15])[O:10][C:11]([CH3:14])([CH3:13])[CH3:12])[CH2:3]1)[C:17]1[CH:22]=[CH:21][CH:20]=[CH:19][CH:18]=1. The catalyst class is: 11. (3) Reactant: [NH2:1][C:2]1[CH:10]=[CH:9][CH:8]=[C:7]([Br:11])[C:3]=1[C:4](O)=[O:5].[H-].[H-].[H-].[H-].[Li+].[Al+3]. Product: [NH2:1][C:2]1[CH:10]=[CH:9][CH:8]=[C:7]([Br:11])[C:3]=1[CH2:4][OH:5]. The catalyst class is: 7. (4) Reactant: [Cl:1][C:2]1[CH:3]=[CH:4][C:5]([OH:16])=[C:6]([C:8]2[CH:13]=[CH:12][N:11]=[C:10]([C:14]#N)[CH:9]=2)[CH:7]=1.[OH-:17].[K+].C1C[O:22]CC1. Product: [Cl:1][C:2]1[CH:3]=[CH:4][C:5]([OH:16])=[C:6]([C:8]2[CH:13]=[CH:12][N:11]=[C:10]([C:14]([OH:22])=[O:17])[CH:9]=2)[CH:7]=1. The catalyst class is: 6. (5) Reactant: [NH2:1][CH2:2][C:3]1[O:7][N:6]=[C:5]([C:8]2[CH:13]=[CH:12][CH:11]=[CH:10][CH:9]=2)[CH:4]=1.C(N(C(C)C)CC)(C)C.[CH3:23][O:24][C:25]1[CH:33]=[CH:32][C:28]([C:29](Cl)=[O:30])=[CH:27][CH:26]=1. Product: [C:8]1([C:5]2[CH:4]=[C:3]([CH2:2][NH:1][C:29](=[O:30])[C:28]3[CH:32]=[CH:33][C:25]([O:24][CH3:23])=[CH:26][CH:27]=3)[O:7][N:6]=2)[CH:9]=[CH:10][CH:11]=[CH:12][CH:13]=1. The catalyst class is: 4.